Dataset: Forward reaction prediction with 1.9M reactions from USPTO patents (1976-2016). Task: Predict the product of the given reaction. (1) The product is: [F:30][C:31]1[CH:32]=[C:33]([CH2:38][CH2:39][NH:40][C:23]2[N:22]=[C:21]([C:17]3[CH:18]=[CH:19][CH:20]=[C:15]([CH2:14][N:11]4[CH2:12][CH2:13][NH:8][CH2:9][C@@H:10]4[CH2:28][CH3:29])[CH:16]=3)[CH:26]=[CH:25][N:24]=2)[CH:34]=[C:35]([F:37])[CH:36]=1. Given the reactants C(OC([N:8]1[CH2:13][CH2:12][N:11]([CH2:14][C:15]2[CH:20]=[CH:19][CH:18]=[C:17]([C:21]3[CH:26]=[CH:25][N:24]=[C:23](Cl)[N:22]=3)[CH:16]=2)[CH:10]([CH2:28][CH3:29])[CH2:9]1)=O)(C)(C)C.[F:30][C:31]1[CH:32]=[C:33]([CH2:38][CH2:39][NH2:40])[CH:34]=[C:35]([F:37])[CH:36]=1, predict the reaction product. (2) Given the reactants [Cl:1][C:2]1[CH:3]=[C:4]([C:12]2[N:16]=[C:15]([C:17]3[CH:24]=[CH:23][C:22](F)=[CH:21][C:18]=3[C:19]#[N:20])[O:14][N:13]=2)[CH:5]=[CH:6][C:7]=1[O:8][CH:9]([CH3:11])[CH3:10].[NH2:26][C@H:27]1[CH2:31][CH2:30][C@@H:29]([C:32]([OH:34])=[O:33])[CH2:28]1, predict the reaction product. The product is: [Cl:1][C:2]1[CH:3]=[C:4]([C:12]2[N:16]=[C:15]([C:17]3[CH:24]=[CH:23][C:22]([NH:26][C@H:27]4[CH2:31][CH2:30][C@@H:29]([C:32]([OH:34])=[O:33])[CH2:28]4)=[CH:21][C:18]=3[C:19]#[N:20])[O:14][N:13]=2)[CH:5]=[CH:6][C:7]=1[O:8][CH:9]([CH3:11])[CH3:10]. (3) Given the reactants [NH2:1][C:2]1[N:6]([CH3:7])[C:5]([CH3:8])=[N:4][C:3]=1[C:9]#N.[CH3:11][C:12]1[CH:17]=[CH:16][C:15]([Mg]Br)=[CH:14][CH:13]=1.Cl.[OH-:21].[Na+], predict the reaction product. The product is: [NH2:1][C:2]1[N:6]([CH3:7])[C:5]([CH3:8])=[N:4][C:3]=1[C:9]([C:15]1[CH:16]=[CH:17][C:12]([CH3:11])=[CH:13][CH:14]=1)=[O:21].